This data is from Peptide-MHC class I binding affinity with 185,985 pairs from IEDB/IMGT. The task is: Regression. Given a peptide amino acid sequence and an MHC pseudo amino acid sequence, predict their binding affinity value. This is MHC class I binding data. (1) The peptide sequence is FAANPNSQV. The MHC is HLA-B40:01 with pseudo-sequence HLA-B40:01. The binding affinity (normalized) is 0.0847. (2) The peptide sequence is THYSGNIVH. The MHC is HLA-B58:01 with pseudo-sequence HLA-B58:01. The binding affinity (normalized) is 0.0847. (3) The binding affinity (normalized) is 0.0847. The peptide sequence is VQPWLMVDV. The MHC is HLA-B46:01 with pseudo-sequence HLA-B46:01. (4) The peptide sequence is NTVSSFQV. The MHC is HLA-A02:02 with pseudo-sequence HLA-A02:02. The binding affinity (normalized) is 0. (5) The peptide sequence is LLDDGWAGE. The MHC is HLA-B51:01 with pseudo-sequence HLA-B51:01. The binding affinity (normalized) is 0.0847. (6) The peptide sequence is AGRAWENTI. The MHC is HLA-A29:02 with pseudo-sequence HLA-A29:02. The binding affinity (normalized) is 0. (7) The peptide sequence is YTDLTYQSF. The MHC is HLA-B48:01 with pseudo-sequence HLA-B48:01. The binding affinity (normalized) is 0.0847.